This data is from KCNQ2 potassium channel screen with 302,405 compounds. The task is: Binary Classification. Given a drug SMILES string, predict its activity (active/inactive) in a high-throughput screening assay against a specified biological target. (1) The molecule is Clc1cc2c(oc(c3ccc(NC(=O)C(C)(C)C)cc3)c2)cc1. The result is 0 (inactive). (2) The drug is O1C(OCc2ccc(cc2)CO)CC(c2cc3OCOc3cc2)C=C1C(=O)Nc1ccccc1. The result is 0 (inactive). (3) The molecule is s1c(/C=C\C(=O)Nc2cc(ccc2)C)ccc1[N+]([O-])=O. The result is 0 (inactive).